Predict the reaction yield, written as a fraction of the theoretical maximum amount of product (1.0 means a 100% yield; for example, 0.34 means a 34% yield). From a dataset of Reaction yield outcomes from USPTO patents with 853,638 reactions. (1) The reactants are [C:1]1([O:7][CH3:8])[CH:6]=[CH:5][CH:4]=[CH:3][CH:2]=1.[C:9](OC(=O)C)(=[O:11])[CH3:10].S([O-])([O-])(=O)=O.[Mg+2]. The catalyst is [N+](C)([O-])=O.CCOCC. The product is [CH3:8][O:7][C:1]1[CH:6]=[CH:5][C:4]([C:9](=[O:11])[CH3:10])=[CH:3][CH:2]=1. The yield is 0.970. (2) The reactants are [NH2:1][C:2]1[CH:11]=[CH:10][C:9]([Cl:12])=[CH:8][C:3]=1[C:4]([O:6][CH3:7])=[O:5].IC.[C:15](=O)([O-])[O-].[K+].[K+]. The catalyst is C(#N)C. The product is [CH3:7][O:6][C:4](=[O:5])[C:3]1[CH:8]=[C:9]([Cl:12])[CH:10]=[CH:11][C:2]=1[NH:1][CH3:15]. The yield is 0.130. (3) The reactants are CC(OI1(OC(C)=O)(OC(C)=O)OC(=O)C2C=CC=CC1=2)=O.[Cl:23][C:24]1[C:32]2[N:31]=[C:30]3[N:33]([C:37]4[CH:42]=[CH:41][C:40]([Cl:43])=[CH:39][C:38]=4[Cl:44])[CH2:34][CH2:35][CH2:36][N:29]3[C:28]=2[C:27]([CH:45]([OH:48])[CH2:46][CH3:47])=[CH:26][CH:25]=1. The catalyst is C(#N)C.C(=O)([O-])O.[Na+]. The product is [Cl:23][C:24]1[C:32]2[N:31]=[C:30]3[N:33]([C:37]4[CH:42]=[CH:41][C:40]([Cl:43])=[CH:39][C:38]=4[Cl:44])[CH2:34][CH2:35][CH2:36][N:29]3[C:28]=2[C:27]([C:45](=[O:48])[CH2:46][CH3:47])=[CH:26][CH:25]=1. The yield is 0.880. (4) The reactants are Cl[C:2]1[N:7]=[C:6]([NH:8][C:9]2[CH:14]=[CH:13][CH:12]=[CH:11][C:10]=2[S:15]([CH:18]([CH3:20])[CH3:19])(=[O:17])=[O:16])[C:5]([Cl:21])=[CH:4][N:3]=1.[NH2:22][C:23]1[C:43]([O:44][CH3:45])=[CH:42][C:26]2[CH2:27][CH2:28][N:29]([CH2:32][C:33]([N:35]3[CH2:40][CH2:39][N:38]([CH3:41])[CH2:37][CH2:36]3)=[O:34])[CH2:30][CH2:31][C:25]=2[CH:24]=1. No catalyst specified. The product is [Cl:21][C:5]1[C:6]([NH:8][C:9]2[CH:14]=[CH:13][CH:12]=[CH:11][C:10]=2[S:15]([CH:18]([CH3:20])[CH3:19])(=[O:17])=[O:16])=[N:7][C:2]([NH:22][C:23]2[C:43]([O:44][CH3:45])=[CH:42][C:26]3[CH2:27][CH2:28][N:29]([CH2:32][C:33]([N:35]4[CH2:36][CH2:37][N:38]([CH3:41])[CH2:39][CH2:40]4)=[O:34])[CH2:30][CH2:31][C:25]=3[CH:24]=2)=[N:3][CH:4]=1. The yield is 0.180. (5) The reactants are Cl.[C:2]([NH:6][NH2:7])([CH3:5])([CH3:4])[CH3:3].[Cl:8][C:9]1[CH:16]=[CH:15][CH:14]=[C:13]([F:17])[C:10]=1[CH:11]=O. The catalyst is C(O)(=O)C. The product is [ClH:8].[C:2]([NH:6][N:7]=[CH:11][C:10]1[C:13]([F:17])=[CH:14][CH:15]=[CH:16][C:9]=1[Cl:8])([CH3:5])([CH3:4])[CH3:3]. The yield is 0.610. (6) The reactants are [Br:1][C:2]1[C:10]2[N:9]=[C:8]([CH:11]([F:13])[F:12])[N:7]([CH2:14][C:15]3[CH:20]=[CH:19][CH:18]=[C:17]([C:21]([F:24])([F:23])[F:22])[C:16]=3[CH3:25])[C:6]=2[CH:5]=[C:4]([NH2:26])[CH:3]=1.[OH-].[Na+].Br[CH2:30][CH2:31][O:32][CH2:33][CH2:34]Br. The catalyst is [I-].C([N+](CCCC)(CCCC)CCCC)CCC. The product is [Br:1][C:2]1[C:10]2[N:9]=[C:8]([CH:11]([F:13])[F:12])[N:7]([CH2:14][C:15]3[CH:20]=[CH:19][CH:18]=[C:17]([C:21]([F:24])([F:22])[F:23])[C:16]=3[CH3:25])[C:6]=2[CH:5]=[C:4]([N:26]2[CH2:34][CH2:33][O:32][CH2:31][CH2:30]2)[CH:3]=1. The yield is 0.363.